Dataset: NCI-60 drug combinations with 297,098 pairs across 59 cell lines. Task: Regression. Given two drug SMILES strings and cell line genomic features, predict the synergy score measuring deviation from expected non-interaction effect. (1) Drug 1: CCCCC(=O)OCC(=O)C1(CC(C2=C(C1)C(=C3C(=C2O)C(=O)C4=C(C3=O)C=CC=C4OC)O)OC5CC(C(C(O5)C)O)NC(=O)C(F)(F)F)O. Drug 2: C1=CN(C=N1)CC(O)(P(=O)(O)O)P(=O)(O)O. Cell line: ACHN. Synergy scores: CSS=52.9, Synergy_ZIP=5.51, Synergy_Bliss=3.48, Synergy_Loewe=-0.636, Synergy_HSA=2.36. (2) Drug 1: CCC1=CC2CC(C3=C(CN(C2)C1)C4=CC=CC=C4N3)(C5=C(C=C6C(=C5)C78CCN9C7C(C=CC9)(C(C(C8N6C)(C(=O)OC)O)OC(=O)C)CC)OC)C(=O)OC.C(C(C(=O)O)O)(C(=O)O)O. Drug 2: CC1C(C(=O)NC(C(=O)N2CCCC2C(=O)N(CC(=O)N(C(C(=O)O1)C(C)C)C)C)C(C)C)NC(=O)C3=C4C(=C(C=C3)C)OC5=C(C(=O)C(=C(C5=N4)C(=O)NC6C(OC(=O)C(N(C(=O)CN(C(=O)C7CCCN7C(=O)C(NC6=O)C(C)C)C)C)C(C)C)C)N)C. Cell line: MOLT-4. Synergy scores: CSS=91.7, Synergy_ZIP=21.2, Synergy_Bliss=22.0, Synergy_Loewe=22.7, Synergy_HSA=23.2. (3) Drug 1: CC(CN1CC(=O)NC(=O)C1)N2CC(=O)NC(=O)C2. Drug 2: CCN(CC)CCNC(=O)C1=C(NC(=C1C)C=C2C3=C(C=CC(=C3)F)NC2=O)C. Cell line: K-562. Synergy scores: CSS=27.7, Synergy_ZIP=-2.76, Synergy_Bliss=0.383, Synergy_Loewe=-0.592, Synergy_HSA=-0.982. (4) Cell line: EKVX. Drug 1: C(=O)(N)NO. Synergy scores: CSS=0.888, Synergy_ZIP=1.13, Synergy_Bliss=-0.222, Synergy_Loewe=-3.82, Synergy_HSA=-3.35. Drug 2: C1=NNC2=C1C(=O)NC=N2. (5) Cell line: NCI/ADR-RES. Synergy scores: CSS=1.75, Synergy_ZIP=6.50, Synergy_Bliss=4.45, Synergy_Loewe=3.59, Synergy_HSA=2.66. Drug 2: C1=CC=C(C(=C1)C(C2=CC=C(C=C2)Cl)C(Cl)Cl)Cl. Drug 1: CC1=C(C=C(C=C1)NC2=NC=CC(=N2)N(C)C3=CC4=NN(C(=C4C=C3)C)C)S(=O)(=O)N.Cl.